From a dataset of Full USPTO retrosynthesis dataset with 1.9M reactions from patents (1976-2016). Predict the reactants needed to synthesize the given product. (1) The reactants are: CC([O-])(C)C.[K+].[Br:7][C:8]1[CH:9]=[C:10]([CH2:14][OH:15])[CH:11]=[CH:12][CH:13]=1.Cl[C:17]1[N:22]=[C:21]([NH2:23])[C:20]([F:24])=[CH:19][N:18]=1. Given the product [Br:7][C:8]1[CH:9]=[C:10]([CH:11]=[CH:12][CH:13]=1)[CH2:14][O:15][C:17]1[N:22]=[C:21]([NH2:23])[C:20]([F:24])=[CH:19][N:18]=1, predict the reactants needed to synthesize it. (2) Given the product [CH3:53][O:52][C:49]1[CH:48]=[CH:47][C:46]([CH2:45][C@H:27]([NH:26][C:4]([C@@:54]2([CH3:59])[CH2:22][CH2:21][C:57](=[O:58])[NH:55]2)=[O:5])[C:28]([NH:30][C@@H:31]([CH2:38][C:39]2[CH:44]=[CH:43][CH:42]=[CH:41][CH:40]=2)[C:32]([C@@:34]2([CH3:37])[CH2:36][O:35]2)=[O:33])=[O:29])=[CH:51][CH:50]=1, predict the reactants needed to synthesize it. The reactants are: C[N+]1(C2N=C(OC)N=C(OC)N=2)CC[O:5][CH2:4]C1.[Cl-].CN1CCO[CH2:22][CH2:21]1.[NH2:26][C@@H:27]([CH2:45][C:46]1[CH:51]=[CH:50][C:49]([O:52][CH3:53])=[CH:48][CH:47]=1)[C:28]([NH:30][C@@H:31]([CH2:38][C:39]1[CH:44]=[CH:43][CH:42]=[CH:41][CH:40]=1)[C:32]([C@@:34]1([CH3:37])[CH2:36][O:35]1)=[O:33])=[O:29].[CH3:54][N:55]([CH:57]=[O:58])C.[CH2:59](Cl)Cl. (3) Given the product [NH2:1][C:2]1[C:3]2[N:4]([C:11]([C@@H:15]3[CH2:23][CH2:22][C@@H:21]4[N:17]([C:18](=[O:24])[CH2:19][CH2:20]4)[CH2:16]3)=[N:12][C:13]=2[Br:14])[C:5]([F:10])=[CH:6][N:7]=1, predict the reactants needed to synthesize it. The reactants are: [NH2:1][C:2]1[C:3]2[N:4]([C:11]([C@@H:15]3[CH2:23][CH2:22][C@@H:21]4[N:17]([C:18](=[O:24])[CH2:19][CH2:20]4)[CH2:16]3)=[N:12][C:13]=2[Br:14])[CH:5]([F:10])[CH:6](OC)[N:7]=1. (4) Given the product [CH:21]1([C:10]2[C:11]3[C:12](=[N:13][C:14]([C:17]([O:19][CH3:20])=[O:18])=[CH:15][CH:16]=3)[N:8]([CH2:7][C:6]([OH:33])=[O:5])[C:9]=2[C:27]2[CH:32]=[CH:31][CH:30]=[CH:29][CH:28]=2)[CH2:22][CH2:23][CH2:24][CH2:25][CH2:26]1, predict the reactants needed to synthesize it. The reactants are: C([O:5][C:6](=[O:33])[CH2:7][N:8]1[C:12]2=[N:13][C:14]([C:17]([O:19][CH3:20])=[O:18])=[CH:15][CH:16]=[C:11]2[C:10]([CH:21]2[CH2:26][CH2:25][CH2:24][CH2:23][CH2:22]2)=[C:9]1[C:27]1[CH:32]=[CH:31][CH:30]=[CH:29][CH:28]=1)(C)(C)C. (5) Given the product [CH2:1]([O:8][C:9]1[C:10]([C:26]([NH:56][CH2:55][C:54]2[CH:57]=[CH:58][C:51]([F:50])=[CH:52][CH:53]=2)=[O:28])=[N:11][N:12]2[CH:17]([C:18]3[CH:19]=[CH:20][CH:21]=[CH:22][CH:23]=3)[CH2:16][N:15]([CH3:24])[C:14](=[O:25])[C:13]=12)[C:2]1[CH:3]=[CH:4][CH:5]=[CH:6][CH:7]=1, predict the reactants needed to synthesize it. The reactants are: [CH2:1]([O:8][C:9]1[C:10]([C:26]([OH:28])=O)=[N:11][N:12]2[CH:17]([C:18]3[CH:23]=[CH:22][CH:21]=[CH:20][CH:19]=3)[CH2:16][N:15]([CH3:24])[C:14](=[O:25])[C:13]=12)[C:2]1[CH:7]=[CH:6][CH:5]=[CH:4][CH:3]=1.C1C=CC2N(O)N=NC=2C=1.C(Cl)CCl.CCN(CC)CC.[F:50][C:51]1[CH:58]=[CH:57][C:54]([CH2:55][NH2:56])=[CH:53][CH:52]=1. (6) Given the product [N+:1]([C:4]1[CH:5]=[CH:6][C:7]([OH:11])=[C:8]([NH:9][C:19]([NH:18][C:12]2[CH:17]=[CH:16][CH:15]=[CH:14][CH:13]=2)=[O:20])[CH:10]=1)([O-:3])=[O:2], predict the reactants needed to synthesize it. The reactants are: [N+:1]([C:4]1[CH:5]=[CH:6][C:7]([OH:11])=[C:8]([CH:10]=1)[NH2:9])([O-:3])=[O:2].[C:12]1([N:18]=[C:19]=[O:20])[CH:17]=[CH:16][CH:15]=[CH:14][CH:13]=1. (7) Given the product [F:18][C:17]1[C:16]([F:19])=[C:15]([C:20]2[CH:25]=[CH:24][CH:23]=[CH:22][CH:21]=2)[C:14]([F:26])=[C:13]([F:27])[C:12]=1[NH:11][C:6]1[CH:7]=[CH:8][CH:9]=[CH:10][C:5]=1[CH2:4][C:3]([OH:30])=[O:28], predict the reactants needed to synthesize it. The reactants are: CN(C)[C:3](=[O:28])[CH2:4][C:5]1[CH:10]=[CH:9][CH:8]=[CH:7][C:6]=1[NH:11][C:12]1[C:17]([F:18])=[C:16]([F:19])[C:15]([C:20]2[CH:25]=[CH:24][CH:23]=[CH:22][CH:21]=2)=[C:14]([F:26])[C:13]=1[F:27].[OH-:30].[Na+].